From a dataset of Forward reaction prediction with 1.9M reactions from USPTO patents (1976-2016). Predict the product of the given reaction. (1) Given the reactants O=O.Br[C:4]1[CH:9]=[CH:8][C:7]([C@H:10]([NH:12][C:13](=[O:19])[O:14][C:15]([CH3:18])([CH3:17])[CH3:16])[CH3:11])=[CH:6][CH:5]=1.C(P(C1C=CC=CC=1)C1C=CC=CC=1)CCP(C1C=CC=CC=1)C1C=CC=CC=1.CN([CH:52]=[O:53])C.[CH3:54][OH:55], predict the reaction product. The product is: [C:15]([O:14][C:13]([NH:12][C@@H:10]([C:7]1[CH:8]=[CH:9][C:4]([C:54]([O:53][CH3:52])=[O:55])=[CH:5][CH:6]=1)[CH3:11])=[O:19])([CH3:18])([CH3:17])[CH3:16]. (2) Given the reactants C([O:3][CH2:4][CH2:5][CH2:6][N:7]1[C:12](=[O:13])[C:11]2[C:14]([CH2:25][C:26]3[CH:31]=[CH:30][C:29]([Cl:32])=[CH:28][CH:27]=3)=[C:15]([C:18]3[CH:23]=[CH:22][C:21]([Cl:24])=[CH:20][CH:19]=3)[N:16]=[CH:17][C:10]=2[N:9]([CH3:33])[C:8]1=[O:34])=O.O[Li].O, predict the reaction product. The product is: [Cl:32][C:29]1[CH:28]=[CH:27][C:26]([CH2:25][C:14]2[C:11]3[C:12](=[O:13])[N:7]([CH2:6][CH2:5][CH2:4][OH:3])[C:8](=[O:34])[N:9]([CH3:33])[C:10]=3[CH:17]=[N:16][C:15]=2[C:18]2[CH:23]=[CH:22][C:21]([Cl:24])=[CH:20][CH:19]=2)=[CH:31][CH:30]=1. (3) Given the reactants [F:1][C:2]1[CH:7]=[CH:6][C:5]([S:8]([C@@:11]2([C:28]3[CH:33]=[CH:32][C:31]([C:34]([F:43])([C:39]([F:42])([F:41])[F:40])[C:35]([F:38])([F:37])[F:36])=[CH:30][CH:29]=3)[CH2:15][CH2:14][N:13]([C:16]([C:18]3([CH:26]=[O:27])[CH2:23][CH2:22][S:21](=[O:25])(=[O:24])[CH2:20][CH2:19]3)=[O:17])[CH2:12]2)(=[O:10])=[O:9])=[CH:4][CH:3]=1.Cl.[CH2:45]([NH2:47])[CH3:46].C([O-])(=O)C.[K+].C(O[BH-](OC(=O)C)OC(=O)C)(=O)C.[Na+].[OH-].[Na+], predict the reaction product. The product is: [CH2:45]([NH:47][CH2:26][C:18]1([C:16]([N:13]2[CH2:14][CH2:15][C@@:11]([S:8]([C:5]3[CH:6]=[CH:7][C:2]([F:1])=[CH:3][CH:4]=3)(=[O:9])=[O:10])([C:28]3[CH:29]=[CH:30][C:31]([C:34]([F:43])([C:39]([F:41])([F:42])[F:40])[C:35]([F:37])([F:38])[F:36])=[CH:32][CH:33]=3)[CH2:12]2)=[O:17])[CH2:23][CH2:22][S:21](=[O:25])(=[O:24])[CH2:20][CH2:19]1)[CH3:46].[F:1][C:2]1[CH:7]=[CH:6][C:5]([S:8]([C@@:11]2([C:28]3[CH:33]=[CH:32][C:31]([C:34]([F:43])([C:35]([F:36])([F:37])[F:38])[C:39]([F:41])([F:40])[F:42])=[CH:30][CH:29]=3)[CH2:15][CH2:14][N:13]([C:16]([C:18]3([CH2:26][OH:27])[CH2:23][CH2:22][S:21](=[O:25])(=[O:24])[CH2:20][CH2:19]3)=[O:17])[CH2:12]2)(=[O:9])=[O:10])=[CH:4][CH:3]=1.